Predict the reaction yield, written as a fraction of the theoretical maximum amount of product (1.0 means a 100% yield; for example, 0.34 means a 34% yield). From a dataset of Reaction yield outcomes from USPTO patents with 853,638 reactions. The reactants are [C:1]([O:5][C:6](=[O:14])[N:7]([CH2:11][CH2:12]Cl)[CH2:8][CH2:9]Cl)([CH3:4])([CH3:3])[CH3:2].[Cl:15][C:16]1[CH:28]=[CH:27][C:19]([CH2:20][C:21]2[CH:26]=[CH:25][N:24]=[CH:23][CH:22]=2)=[CH:18][CH:17]=1.C[Si](C)(C)[N-][Si](C)(C)C.[Na+].CO. The catalyst is C1(C)C=CC=CC=1. The product is [C:1]([O:5][C:6]([N:7]1[CH2:11][CH2:12][C:20]([C:19]2[CH:27]=[CH:28][C:16]([Cl:15])=[CH:17][CH:18]=2)([C:21]2[CH:26]=[CH:25][N:24]=[CH:23][CH:22]=2)[CH2:9][CH2:8]1)=[O:14])([CH3:4])([CH3:3])[CH3:2]. The yield is 0.00700.